From a dataset of Reaction yield outcomes from USPTO patents with 853,638 reactions. Predict the reaction yield, written as a fraction of the theoretical maximum amount of product (1.0 means a 100% yield; for example, 0.34 means a 34% yield). (1) The reactants are [CH3:1][C:2]1([CH3:34])[CH2:7][CH2:6][CH2:5][CH:4]([O:8][C:9]2[CH:14]=[CH:13][C:12]([C:15]([C:20]3[CH:21]=[CH:22][C:23]4[O:27][C:26]([C:28]([OH:30])=[O:29])=[CH:25][C:24]=4[CH:31]=3)([CH2:18][CH3:19])[CH2:16][CH3:17])=[CH:11][C:10]=2[CH3:32])[C:3]1=[O:33].[BH4-].[Na+]. No catalyst specified. The product is [CH2:16]([C:15]([C:20]1[CH:21]=[CH:22][C:23]2[O:27][C:26]([C:28]([OH:30])=[O:29])=[CH:25][C:24]=2[CH:31]=1)([C:12]1[CH:13]=[CH:14][C:9]([O:8][CH:4]2[CH2:5][CH2:6][CH2:7][C:2]([CH3:1])([CH3:34])[CH:3]2[OH:33])=[C:10]([CH3:32])[CH:11]=1)[CH2:18][CH3:19])[CH3:17]. The yield is 0.640. (2) The reactants are Br[C:2]1[CH:3]=[C:4]2[C:9](=[CH:10][CH:11]=1)[N:8]=[CH:7][C:6]([C:12]([CH:14]1[CH2:16][CH2:15]1)=[O:13])=[C:5]2[NH:17][C:18]1[CH:19]=[CH:20][C:21]([N:24]2[CH2:29][CH2:28][CH2:27][C@@H:26]([NH:30]C(=O)OC(C)(C)C)[CH2:25]2)=[N:22][CH:23]=1.[Cl:38][C:39]1[CH:44]=[C:43](B2OC(C)(C)C(C)(C)O2)[CH:42]=[C:41]([F:54])[C:40]=1[OH:55]. No catalyst specified. The product is [NH2:30][C@@H:26]1[CH2:27][CH2:28][CH2:29][N:24]([C:21]2[N:22]=[CH:23][C:18]([NH:17][C:5]3[C:4]4[C:9](=[CH:10][CH:11]=[C:2]([C:43]5[CH:42]=[C:41]([F:54])[C:40]([OH:55])=[C:39]([Cl:38])[CH:44]=5)[CH:3]=4)[N:8]=[CH:7][C:6]=3[C:12]([CH:14]3[CH2:16][CH2:15]3)=[O:13])=[CH:19][CH:20]=2)[CH2:25]1. The yield is 0.370. (3) The reactants are [CH2:1]([C:4]1[NH:5][C:6]2[C:11]([CH:12]=1)=[C:10]([C:13]([F:16])([F:15])[F:14])[C:9]([C:17]#[N:18])=[CH:8][CH:7]=2)[CH2:2][CH3:3].[F:19][C:20]([F:39])([F:38])[C:21]1[CH:22]=[C:23]([C:31]2[O:35][N:34]=[C:33]([CH2:36]Cl)[N:32]=2)[CH:24]=[C:25]([C:27]([F:30])([F:29])[F:28])[CH:26]=1.C([O-])([O-])=O.[Cs+].[Cs+].CC#N. The catalyst is CCOC(C)=O. The product is [F:39][C:20]([F:19])([F:38])[C:21]1[CH:22]=[C:23]([C:31]2[O:35][N:34]=[C:33]([CH2:36][N:5]3[C:6]4[C:11](=[C:10]([C:13]([F:15])([F:16])[F:14])[C:9]([C:17]#[N:18])=[CH:8][CH:7]=4)[CH:12]=[C:4]3[CH2:1][CH2:2][CH3:3])[N:32]=2)[CH:24]=[C:25]([C:27]([F:29])([F:28])[F:30])[CH:26]=1. The yield is 0.810. (4) The reactants are [CH3:1][N:2]([CH2:14][C:15]1[S:16][CH:17]=[C:18]([CH3:20])[N:19]=1)[C:3]([C:5]1[CH:6]=[C:7]([CH:11]=[CH:12][CH:13]=1)[C:8]([OH:10])=O)=[O:4].C([C:25]1([C@@H:33]([OH:43])[C@@H:34]([NH2:42])[CH2:35][C:36]2[CH:41]=[CH:40][CH:39]=[CH:38][CH:37]=2)[CH2:29][CH2:28][CH2:27][N:26]1[C:30]([OH:32])=[O:31])(C)(C)C.NO. No catalyst specified. The product is [OH:43][C@H:33]([C@H:25]1[CH2:29][CH2:28][CH2:27][N:26]1[C:30]([O:32][C:5]([CH3:6])([CH3:13])[CH3:3])=[O:31])[C@@H:34]([NH:42][C:8](=[O:10])[C:7]1[CH:11]=[CH:12][CH:13]=[C:5]([C:3](=[O:4])[N:2]([CH3:1])[CH2:14][C:15]2[S:16][CH:17]=[C:18]([CH3:20])[N:19]=2)[CH:6]=1)[CH2:35][C:36]1[CH:37]=[CH:38][CH:39]=[CH:40][CH:41]=1. The yield is 0.290. (5) The reactants are [NH:1]1[CH2:6][CH2:5][NH:4][CH2:3][CH2:2]1.[Br:7][C:8]1[CH:13]=[CH:12][C:11]([N+:14]([O-:16])=[O:15])=[C:10](F)[CH:9]=1. The catalyst is CC(O)C. The product is [Br:7][C:8]1[CH:9]=[CH:10][C:11]([N+:14]([O-:16])=[O:15])=[C:12]([N:1]2[CH2:6][CH2:5][NH:4][CH2:3][CH2:2]2)[CH:13]=1. The yield is 0.990. (6) The reactants are CS(O[CH2:6][CH2:7][O:8][C:9]1[C:17]2[C:12](=[N:13][CH:14]=[N:15][C:16]=2[NH:18][C:19]2[CH:24]=[CH:23][C:22]([O:25][CH2:26][C:27]3[CH:32]=[CH:31][CH:30]=[CH:29][CH:28]=3)=[C:21]([CH3:33])[CH:20]=2)[NH:11][N:10]=1)(=O)=O.[OH:34][CH:35]1[CH2:40][CH2:39][NH:38][CH2:37][CH2:36]1. No catalyst specified. The product is [CH2:26]([O:25][C:22]1[CH:23]=[CH:24][C:19]([NH:18][C:16]2[N:15]=[CH:14][N:13]=[C:12]3[NH:11][N:10]=[C:9]([O:8][CH2:7][CH2:6][N:38]4[CH2:39][CH2:40][CH:35]([OH:34])[CH2:36][CH2:37]4)[C:17]=23)=[CH:20][C:21]=1[CH3:33])[C:27]1[CH:28]=[CH:29][CH:30]=[CH:31][CH:32]=1. The yield is 0.600.